Dataset: Catalyst prediction with 721,799 reactions and 888 catalyst types from USPTO. Task: Predict which catalyst facilitates the given reaction. (1) Reactant: [C:1]([Si:5]([CH3:22])([CH3:21])[O:6][C@@H:7]1[CH2:11][O:10][C@@H:9]2[C@@H:12]([C:15]#[C:16][Si](C)(C)C)[CH2:13][O:14][C@H:8]12)([CH3:4])([CH3:3])[CH3:2].C(=O)([O-])[O-].[K+].[K+]. Product: [C:1]([Si:5]([O:6][C@@H:7]1[CH2:11][O:10][C@@H:9]2[C@@H:12]([C:15]#[CH:16])[CH2:13][O:14][C@H:8]12)([CH3:22])[CH3:21])([CH3:4])([CH3:3])[CH3:2]. The catalyst class is: 5. (2) Reactant: [O:1]=[C:2]1[N:11]([C:12]2[CH:17]=[CH:16][C:15]([N:18]3[CH2:23][CH2:22][NH:21][CH2:20][CH2:19]3)=[CH:14][CH:13]=2)[CH:10]=[CH:9][C:8]2[N:7]=[C:6]([C:24]([NH2:26])=[O:25])[CH:5]=[CH:4][C:3]1=2.CC1C=CC(S(O[CH2:38][CH2:39][CH2:40][C:41]2[C:49]3[C:44](=[CH:45][CH:46]=[C:47]([C:50]#[N:51])[CH:48]=3)[NH:43][CH:42]=2)(=O)=O)=CC=1.C(=O)([O-])[O-].[K+].[K+].[I-].[K+]. Product: [C:50]([C:47]1[CH:48]=[C:49]2[C:44](=[CH:45][CH:46]=1)[NH:43][CH:42]=[C:41]2[CH2:40][CH2:39][CH2:38][N:21]1[CH2:20][CH2:19][N:18]([C:15]2[CH:14]=[CH:13][C:12]([N:11]3[CH:10]=[CH:9][C:8]4[N:7]=[C:6]([C:24]([NH2:26])=[O:25])[CH:5]=[CH:4][C:3]=4[C:2]3=[O:1])=[CH:17][CH:16]=2)[CH2:23][CH2:22]1)#[N:51]. The catalyst class is: 10. (3) Reactant: [CH3:1][N:2]1[CH:6]=[C:5]([NH:7][C:8]2[N:13]=[C:12]([NH:14][CH:15]3[CH2:31][CH2:30][C:18]4([CH2:22][N:21](C(OC(C)(C)C)=O)[CH2:20][CH2:19]4)[CH2:17][CH2:16]3)[CH:11]=[CH:10][N:9]=2)[CH:4]=[N:3]1.Cl.C([O-])([O-])=O.[Na+].[Na+]. Product: [CH3:1][N:2]1[CH:6]=[C:5]([NH:7][C:8]2[N:13]=[C:12]([NH:14][CH:15]3[CH2:31][CH2:30][C:18]4([CH2:22][NH:21][CH2:20][CH2:19]4)[CH2:17][CH2:16]3)[CH:11]=[CH:10][N:9]=2)[CH:4]=[N:3]1. The catalyst class is: 781. (4) Reactant: [F:1][C:2]1[CH:3]=[CH:4][C:5]2[N:6]([C:8]([C:12]3[CH:17]=[CH:16][CH:15]=[CH:14][CH:13]=3)=[C:9]([NH2:11])[N:10]=2)[CH:7]=1.N1C=CC=CC=1.[F:24][C:25]1[CH:30]=[CH:29][C:28]([CH2:31][C:32](Cl)=[O:33])=[CH:27][CH:26]=1. Product: [F:1][C:2]1[CH:3]=[CH:4][C:5]2[N:6]([C:8]([C:12]3[CH:17]=[CH:16][CH:15]=[CH:14][CH:13]=3)=[C:9]([NH:11][C:32](=[O:33])[CH2:31][C:28]3[CH:29]=[CH:30][C:25]([F:24])=[CH:26][CH:27]=3)[N:10]=2)[CH:7]=1. The catalyst class is: 7. (5) Reactant: [C:1]([O:4][C@@H:5]([CH:9]([NH:12][C:13]([O:15][C:16]([CH3:19])([CH3:18])[CH3:17])=[O:14])[CH2:10][CH3:11])[C:6]([OH:8])=O)(=[O:3])[CH3:2].[F:20][C:21]([F:34])([F:33])[O:22][C:23]1[CH:32]=[CH:31][C:26]([C:27]([NH:29][NH2:30])=[O:28])=[CH:25][CH:24]=1. Product: [C:16]([O:15][C:13]([NH:12][CH:9]([CH2:10][CH3:11])[C@H:5]([O:4][C:1](=[O:3])[CH3:2])[C:6]([NH:30][NH:29][C:27](=[O:28])[C:26]1[CH:25]=[CH:24][C:23]([O:22][C:21]([F:20])([F:34])[F:33])=[CH:32][CH:31]=1)=[O:8])=[O:14])([CH3:19])([CH3:18])[CH3:17]. The catalyst class is: 4. (6) Reactant: [Br:1][C:2]1[C:7]([F:8])=[CH:6][C:5]([S:9](Cl)(=[O:11])=[O:10])=[C:4]([F:13])[CH:3]=1.[CH3:14][NH2:15]. Product: [Br:1][C:2]1[C:7]([F:8])=[CH:6][C:5]([S:9]([NH:15][CH3:14])(=[O:11])=[O:10])=[C:4]([F:13])[CH:3]=1. The catalyst class is: 4.